Task: Predict the reaction yield, written as a fraction of the theoretical maximum amount of product (1.0 means a 100% yield; for example, 0.34 means a 34% yield).. Dataset: Reaction yield outcomes from USPTO patents with 853,638 reactions (1) The reactants are [C:1]([O:5][C:6]([N:8]1[CH2:13][CH2:12][NH:11][CH2:10][CH2:9]1)=[O:7])([CH3:4])([CH3:3])[CH3:2].C([O-])([O-])=O.[K+].[K+].F[C:21]1[CH:26]=[CH:25][C:24]([N+:27]([O-:29])=[O:28])=[CH:23][C:22]=1[F:30]. The catalyst is CN(C=O)C. The product is [C:1]([O:5][C:6]([N:8]1[CH2:13][CH2:12][N:11]([C:21]2[CH:26]=[CH:25][C:24]([N+:27]([O-:29])=[O:28])=[CH:23][C:22]=2[F:30])[CH2:10][CH2:9]1)=[O:7])([CH3:4])([CH3:2])[CH3:3]. The yield is 0.910. (2) The reactants are Cl[C:2]1[C:7]2[CH2:8][N:9]([CH:12]([C:14]3[CH:19]=[C:18]([CH3:20])[C:17]([O:21][CH2:22][C:23]([F:26])([F:25])[F:24])=[CH:16][N:15]=3)[CH3:13])[C:10](=[O:11])[C:6]=2[CH:5]=[CH:4][N:3]=1.[CH:27]([O:29][C:30]1[CH:35]=[CH:34][CH:33]=[CH:32][CH:31]=1)=[O:28]. No catalyst specified. The product is [CH3:20][C:18]1[C:17]([O:21][CH2:22][C:23]([F:26])([F:25])[F:24])=[CH:16][N:15]=[C:14]([CH:12]([N:9]2[C:10](=[O:11])[C:6]3[CH:5]=[CH:4][N:3]=[C:2]([C:27]([O:29][C:30]4[CH:35]=[CH:34][CH:33]=[CH:32][CH:31]=4)=[O:28])[C:7]=3[CH2:8]2)[CH3:13])[CH:19]=1. The yield is 0.630. (3) The reactants are [C:1]1(C2C=CC=CC=2)[CH:6]=[CH:5][C:4]([CH2:7][N:8]([CH2:16][CH2:17][CH2:18][N:19]([CH2:29][C:30]2[CH:35]=[CH:34][C:33](C3C=CC=CC=3)=[CH:32][CH:31]=2)[C:20]([O:22][CH2:23][C:24]2[S:28][CH:27]=[N:26][CH:25]=2)=[O:21])C(=O)OC(C)(C)C)=[CH:3][CH:2]=1.[CH3:48][N:49]([CH3:62])[CH2:50][CH2:51][CH2:52][O:53][C:54]1[CH:61]=[CH:60][C:57]([CH:58]=O)=[CH:56][CH:55]=1.CC(O)=O. No catalyst specified. The product is [CH2:29]([N:19]([CH2:18][CH2:17][CH2:16][N:8]([CH2:7][C:4]1[CH:3]=[CH:2][CH:1]=[CH:6][CH:5]=1)[CH2:58][C:57]1[CH:60]=[CH:61][C:54]([O:53][CH2:52][CH2:51][CH2:50][N:49]([CH3:62])[CH3:48])=[CH:55][CH:56]=1)[C:20](=[O:21])[O:22][CH2:23][C:24]1[S:28][CH:27]=[N:26][CH:25]=1)[C:30]1[CH:35]=[CH:34][CH:33]=[CH:32][CH:31]=1. The yield is 0.230. (4) The reactants are [Br:1][C:2]1[CH:7]=[CH:6][C:5]([C:8]2(O)[C:16]3[C:11](=[CH:12][CH:13]=[CH:14][CH:15]=3)[N:10]([CH:17]([C:24]3[CH:29]=[CH:28][CH:27]=[CH:26][CH:25]=3)[C:18]3[CH:23]=[CH:22][CH:21]=[CH:20][CH:19]=3)[C:9]2=[O:30])=[C:4]([OH:32])[CH:3]=1.FC(F)(F)C(O)=O. The catalyst is C([SiH](CC)CC)C. The product is [Br:1][C:2]1[CH:7]=[CH:6][C:5]([CH:8]2[C:16]3[C:11](=[CH:12][CH:13]=[CH:14][CH:15]=3)[N:10]([CH:17]([C:24]3[CH:25]=[CH:26][CH:27]=[CH:28][CH:29]=3)[C:18]3[CH:23]=[CH:22][CH:21]=[CH:20][CH:19]=3)[C:9]2=[O:30])=[C:4]([OH:32])[CH:3]=1. The yield is 0.790. (5) The reactants are [CH:1]12[NH:8][CH:5]([CH2:6][CH2:7]1)[CH2:4][CH:3]([NH:9][C:10](=[O:12])[CH3:11])[CH2:2]2.C(N1CCC(NC2[C:36]3[C:31](=[C:32](OC)[CH:33]=[C:34](OC)[CH:35]=3)[C:30]([C:41]3[CH:46]=[CH:45]C(OC)=C[CH:42]=3)=NN=2)CC1)C1C=CC=CC=1.C(=O)([O-])[O-].[K+].[K+].BrCC1C=CC2C(=CC=CC=2)C=1.[OH-].[Na+]. The catalyst is CC(C)=O. The product is [CH:30]1[C:31]2[C:32](=[CH:33][CH:34]=[CH:35][CH:36]=2)[CH:45]=[CH:46][C:41]=1[CH2:42][N:8]1[CH:5]2[CH2:6][CH2:7][CH:1]1[CH2:2][CH:3]([NH:9][C:10](=[O:12])[CH3:11])[CH2:4]2. The yield is 0.840.